This data is from Forward reaction prediction with 1.9M reactions from USPTO patents (1976-2016). The task is: Predict the product of the given reaction. (1) Given the reactants [Br:1][C:2]1[CH:7]=[C:6]([N+:8]([O-:10])=[O:9])[C:5]([NH2:11])=[C:4]([O:12][CH3:13])[CH:3]=1.OS(O)(=O)=O.[CH3:19][C:20](O)=[O:21], predict the reaction product. The product is: [Br:1][C:2]1[CH:7]=[C:6]([N+:8]([O-:10])=[O:9])[C:5]([NH:11][C:20](=[O:21])[CH3:19])=[C:4]([O:12][CH3:13])[CH:3]=1. (2) Given the reactants Cl[C:2]1[S:6][N:5]=[C:4]([C:7]2[CH:11]=[CH:10][S:9][CH:8]=2)[N:3]=1.[N:12]1([C:18]([O:20][C:21]([CH3:24])([CH3:23])[CH3:22])=[O:19])[CH2:17][CH2:16][NH:15][CH2:14][CH2:13]1.C(N(CC)CC)C.O, predict the reaction product. The product is: [S:9]1[CH:10]=[CH:11][C:7]([C:4]2[N:3]=[C:2]([N:15]3[CH2:14][CH2:13][N:12]([C:18]([O:20][C:21]([CH3:24])([CH3:23])[CH3:22])=[O:19])[CH2:17][CH2:16]3)[S:6][N:5]=2)=[CH:8]1. (3) The product is: [CH3:11][S:12][C:13]1[CH:18]=[CH:17][C:16]([O:19][C:2]2[CH:7]=[CH:6][C:5]([N+:8]([O-:10])=[O:9])=[CH:4][CH:3]=2)=[CH:15][CH:14]=1. Given the reactants Cl[C:2]1[CH:7]=[CH:6][C:5]([N+:8]([O-:10])=[O:9])=[CH:4][CH:3]=1.[CH3:11][S:12][C:13]1[CH:18]=[CH:17][C:16]([OH:19])=[CH:15][CH:14]=1.C(=O)([O-])[O-].[K+].[K+].O, predict the reaction product. (4) The product is: [CH:10]12[CH2:11][CH:6]3[CH2:7][CH:8]([CH2:12][CH:4]([CH2:5]3)[CH:3]1[N:2]=[C:13]=[O:14])[CH2:9]2. Given the reactants Cl.[NH2:2][CH:3]1[CH:10]2[CH2:11][CH:6]3[CH2:7][CH:8]([CH2:12][CH:4]1[CH2:5]3)[CH2:9]2.[C:13]([O-])(O)=[O:14].[Na+].ClC(Cl)(OC(=O)OC(Cl)(Cl)Cl)Cl, predict the reaction product.